From a dataset of Reaction yield outcomes from USPTO patents with 853,638 reactions. Predict the reaction yield, written as a fraction of the theoretical maximum amount of product (1.0 means a 100% yield; for example, 0.34 means a 34% yield). The reactants are [Cl:1][C:2]1[CH:3]=[C:4]([CH2:27][OH:28])[CH:5]=[N:6][C:7]=1[C:8]1[CH:13]=[CH:12][C:11]([C:14]2[NH:18][C:17]3[CH:19]=[C:20]([C:23]([F:26])([F:25])[F:24])[CH:21]=[CH:22][C:16]=3[N:15]=2)=[CH:10][CH:9]=1. The catalyst is ClCCl.[O-2].[O-2].[Mn+4]. The product is [Cl:1][C:2]1[CH:3]=[C:4]([CH:27]=[O:28])[CH:5]=[N:6][C:7]=1[C:8]1[CH:13]=[CH:12][C:11]([C:14]2[NH:18][C:17]3[CH:19]=[C:20]([C:23]([F:25])([F:26])[F:24])[CH:21]=[CH:22][C:16]=3[N:15]=2)=[CH:10][CH:9]=1. The yield is 0.900.